From a dataset of Forward reaction prediction with 1.9M reactions from USPTO patents (1976-2016). Predict the product of the given reaction. (1) Given the reactants Br[C:2]1[C:3]2[CH:10]=[C:9]([CH:11]=[O:12])[CH:8]=[CH:7][C:4]=2[S:5][CH:6]=1.CC1(C)C(C)(C)OB([C:21]2[CH:26]=[CH:25][C:24]([O:27][CH:28]3[CH2:33][CH2:32][O:31][CH2:30][CH2:29]3)=[CH:23][C:22]=2[CH3:34])O1.C([O-])([O-])=O.[Cs+].[Cs+], predict the reaction product. The product is: [CH3:34][C:22]1[CH:23]=[C:24]([O:27][CH:28]2[CH2:33][CH2:32][O:31][CH2:30][CH2:29]2)[CH:25]=[CH:26][C:21]=1[C:2]1[C:3]2[CH:10]=[C:9]([CH:11]=[O:12])[CH:8]=[CH:7][C:4]=2[S:5][CH:6]=1. (2) Given the reactants [O:1]=[C:2]1[CH2:6][CH2:5][CH2:4][N:3]1[C:7]1[CH:8]=[C:9]([CH:23]=[CH:24][CH:25]=1)[CH2:10][NH:11][C:12]([C:14]1[C:15]2[CH:16]=[CH:17][NH:18][C:19]=2[CH:20]=[CH:21][CH:22]=1)=[O:13].[NH2:26][C:27]1[N:32]=[C:31](Cl)[CH:30]=[CH:29][N:28]=1.NC1N=C(N2C3C(=C(NC(=O)CC4C=CC=C(OC)C=4)C=CC=3)C=C2)C=CN=1, predict the reaction product. The product is: [NH2:26][C:27]1[N:32]=[C:31]([N:18]2[C:19]3[CH:20]=[CH:21][CH:22]=[C:14]([C:12]([NH:11][CH2:10][C:9]4[CH:23]=[CH:24][CH:25]=[C:7]([N:3]5[CH2:4][CH2:5][CH2:6][C:2]5=[O:1])[CH:8]=4)=[O:13])[C:15]=3[CH:16]=[CH:17]2)[CH:30]=[CH:29][N:28]=1. (3) Given the reactants C(O[C:6]([N:8]1[CH2:13][CH2:12][N:11]([C:14]2[C:19]([N+:20]([O-:22])=[O:21])=[CH:18][CH:17]=[CH:16][C:15]=2[N+:23]([O-:25])=[O:24])[CH2:10][CH2:9]1)=O)(C)(C)C.FC(F)(F)C(O)=O.[CH3:33][S:34]([N:37]1[CH2:42][CH2:41][C:40]2[N:43]([CH2:56][CH:57]3C[O:58]3)[N:44]=[C:45]([C:46]3[CH:51]=[CH:50][C:49]([C:52]([F:55])([F:54])[F:53])=[CH:48][CH:47]=3)[C:39]=2[CH2:38]1)(=[O:36])=[O:35], predict the reaction product. The product is: [N+:23]([C:15]1[CH:16]=[CH:17][CH:18]=[C:19]([N+:20]([O-:22])=[O:21])[C:14]=1[N:11]1[CH2:10][CH2:9][N:8]([CH2:6][CH:57]([OH:58])[CH2:56][N:43]2[C:40]3[CH2:41][CH2:42][N:37]([S:34]([CH3:33])(=[O:36])=[O:35])[CH2:38][C:39]=3[C:45]([C:46]3[CH:51]=[CH:50][C:49]([C:52]([F:54])([F:55])[F:53])=[CH:48][CH:47]=3)=[N:44]2)[CH2:13][CH2:12]1)([O-:25])=[O:24]. (4) The product is: [CH2:13]([N:6]1[CH:7]=[CH:8][C:3]([O:2][CH3:1])=[C:4]([C:10]#[N:11])[C:5]1=[O:9])[CH2:14][CH2:15][CH3:16]. Given the reactants [CH3:1][O:2][C:3]1[CH:8]=[CH:7][NH:6][C:5](=[O:9])[C:4]=1[C:10]#[N:11].Br[CH2:13][CH2:14][CH2:15][CH3:16].C(=O)([O-])[O-].[K+].[K+], predict the reaction product. (5) Given the reactants [CH3:1][O:2][C:3](=[O:21])[C:4]([O:10][CH2:11][C:12]([C:14]1[CH:19]=[CH:18][CH:17]=[C:16]([Br:20])[CH:15]=1)=[O:13])([CH3:9])[C:5]([F:8])([F:7])[F:6].[CH3:22][Al](C)C.CCCCCCC.[Li]C.CCOCC, predict the reaction product. The product is: [CH3:1][O:2][C:3](=[O:21])[C:4]([O:10][CH2:11][C:12]([C:14]1[CH:19]=[CH:18][CH:17]=[C:16]([Br:20])[CH:15]=1)([OH:13])[CH3:22])([CH3:9])[C:5]([F:8])([F:6])[F:7]. (6) Given the reactants I[C:2]1[C:7]2[C:8]3[C:9]([NH:15][C:6]=2[C:5](=[O:16])[N:4]([CH2:17][C:18]2[CH:23]=[CH:22][C:21]([O:24][CH3:25])=[CH:20][CH:19]=2)[CH:3]=1)=[N:10][CH:11]=[C:12]([CH3:14])[CH:13]=3.[CH2:26]([S:28]([C:31]1[CH:32]=[C:33](B(O)O)[CH:34]=[CH:35][CH:36]=1)(=[O:30])=[O:29])[CH3:27].O1CCOCC1, predict the reaction product. The product is: [CH2:26]([S:28]([C:31]1[CH:36]=[C:35]([C:2]2[C:7]3[C:8]4[C:9]([NH:15][C:6]=3[C:5](=[O:16])[N:4]([CH2:17][C:18]3[CH:23]=[CH:22][C:21]([O:24][CH3:25])=[CH:20][CH:19]=3)[CH:3]=2)=[N:10][CH:11]=[C:12]([CH3:14])[CH:13]=4)[CH:34]=[CH:33][CH:32]=1)(=[O:29])=[O:30])[CH3:27]. (7) The product is: [CH2:4]([C:6]1[CH:11]=[C:10]([OH:12])[C:9]([F:13])=[CH:8][C:7]=1[C:14]1[CH:22]=[C:21]2[C:17]([C:18]([C:23]3[NH:24][C:25]4[CH2:30][CH2:29][N:28]([C:43]([C:42]5[CH:41]=[N:40][C:39]([O:32][C:33]6[CH:34]=[CH:35][CH:36]=[CH:37][CH:38]=6)=[CH:47][CH:46]=5)=[O:44])[CH2:27][C:26]=4[N:31]=3)=[N:19][NH:20]2)=[CH:16][CH:15]=1)[CH3:5]. Given the reactants Br.Br.Br.[CH2:4]([C:6]1[C:7]([C:14]2[CH:22]=[C:21]3[C:17]([C:18]([C:23]4[NH:24][C:25]5[CH2:30][CH2:29][NH:28][CH2:27][C:26]=5[N:31]=4)=[N:19][NH:20]3)=[CH:16][CH:15]=2)=[CH:8][C:9]([F:13])=[C:10]([OH:12])[CH:11]=1)[CH3:5].[O:32]([C:39]1[CH:47]=[CH:46][C:42]([C:43](O)=[O:44])=[CH:41][N:40]=1)[C:33]1[CH:38]=[CH:37][CH:36]=[CH:35][CH:34]=1, predict the reaction product.